Dataset: Reaction yield outcomes from USPTO patents with 853,638 reactions. Task: Predict the reaction yield, written as a fraction of the theoretical maximum amount of product (1.0 means a 100% yield; for example, 0.34 means a 34% yield). (1) The reactants are CS(O[CH2:6][C:7]1[N:8]([CH2:17][CH2:18][CH2:19][S:20]([CH3:23])(=[O:22])=[O:21])[C:9]2[C:14]([CH:15]=1)=[CH:13][C:12]([Cl:16])=[CH:11][CH:10]=2)(=O)=O.[CH3:24][S:25]([C:28]1[C:36]2[C:31](=[CH:32][N:33]=[CH:34][CH:35]=2)[NH:30][N:29]=1)(=[O:27])=[O:26].C1C=CC(P(C2C=CC=CC=2)C2C=CC=CC=2)=CC=1.CC(OC(/N=N/C(OC(C)C)=O)=O)C. The catalyst is C1COCC1. The product is [Cl:16][C:12]1[CH:13]=[C:14]2[C:9](=[CH:10][CH:11]=1)[N:8]([CH2:17][CH2:18][CH2:19][S:20]([CH3:23])(=[O:21])=[O:22])[C:7]([CH2:6][N:30]1[C:31]3=[CH:32][N:33]=[CH:34][CH:35]=[C:36]3[C:28]([S:25]([CH3:24])(=[O:26])=[O:27])=[N:29]1)=[CH:15]2. The yield is 0.192. (2) The reactants are [CH3:1][C:2](=O)[CH2:3][CH2:4][C:5](=O)[CH3:6].[NH2:9][C:10]1[CH:15]=[CH:14][C:13]([Br:16])=[CH:12][N:11]=1.C. The catalyst is C1CCCCC1.C(O)(=O)C. The product is [Br:16][C:13]1[CH:14]=[CH:15][C:10]([N:9]2[C:2]([CH3:1])=[CH:3][CH:4]=[C:5]2[CH3:6])=[N:11][CH:12]=1. The yield is 0.800. (3) The reactants are [Cl:1][C:2]1[CH:3]=[N:4][C:5]2[N:6]([N:8]=[C:9]([C:11]([OH:13])=O)[CH:10]=2)[CH:7]=1.[CH3:14][CH:15]1[C:20]2[CH:21]=[CH:22][O:23][C:19]=2[CH2:18][CH2:17][NH:16]1. No catalyst specified. The product is [Cl:1][C:2]1[CH:3]=[N:4][C:5]2[N:6]([N:8]=[C:9]([C:11]([N:16]3[CH2:17][CH2:18][C:19]4[O:23][CH:22]=[CH:21][C:20]=4[CH:15]3[CH3:14])=[O:13])[CH:10]=2)[CH:7]=1. The yield is 0.490. (4) The reactants are C(NC(C)C)(C)C.[Li]CCCC.[C:13]([CH:15]1[CH2:18][N:17]([C:19]([O:21][C:22]([CH3:25])([CH3:24])[CH3:23])=[O:20])[CH2:16]1)#[N:14].Br[CH2:27][F:28]. The catalyst is C1COCC1. The product is [C:13]([C:15]1([CH2:27][F:28])[CH2:18][N:17]([C:19]([O:21][C:22]([CH3:25])([CH3:24])[CH3:23])=[O:20])[CH2:16]1)#[N:14]. The yield is 0.940. (5) The yield is 0.850. The product is [F:25][C:14]([F:26])([C:15]1[CH:16]=[C:17]2[C:22](=[CH:23][CH:24]=1)[N:21]=[CH:20][CH:19]=[CH:18]2)[C:11]1[C:9]2=[N:10][C:5]([N:2]([CH3:3])[CH3:1])=[CH:6][CH:7]=[C:8]2[O:13][N:12]=1. The catalyst is C(O)C. The reactants are [CH3:1][NH:2][CH3:3].Cl[C:5]1[N:10]=[C:9]2[C:11]([C:14]([F:26])([F:25])[C:15]3[CH:16]=[C:17]4[C:22](=[CH:23][CH:24]=3)[N:21]=[CH:20][CH:19]=[CH:18]4)=[N:12][O:13][C:8]2=[CH:7][CH:6]=1. (6) The yield is 0.910. The catalyst is COCCOC.O.C(Cl)Cl.C1C=CC(P(C2C=CC=CC=2)[C-]2C=CC=C2)=CC=1.C1C=CC(P(C2C=CC=CC=2)[C-]2C=CC=C2)=CC=1.Cl[Pd]Cl.[Fe+2].CO. The reactants are [Cl:1][C:2]1[N:11]([C:12]2[CH:17]=[CH:16][CH:15]=[C:14]([N+:18]([O-:20])=[O:19])[CH:13]=2)[C:5]2[N:6]=[CH:7][N:8]=[C:9]([NH2:10])[C:4]=2[C:3]=1I.[Cl:22][C:23]1[CH:28]=[CH:27][C:26](B(O)O)=[CH:25][CH:24]=1.C([O-])([O-])=O.[Na+].[Na+].N#N. The product is [Cl:1][C:2]1[N:11]([C:12]2[CH:17]=[CH:16][CH:15]=[C:14]([N+:18]([O-:20])=[O:19])[CH:13]=2)[C:5]2[N:6]=[CH:7][N:8]=[C:9]([NH2:10])[C:4]=2[C:3]=1[C:26]1[CH:27]=[CH:28][C:23]([Cl:22])=[CH:24][CH:25]=1. (7) The reactants are [CH2:1]([C:3]1[CH:4]=[C:5]([CH:8]=[C:9]([CH3:12])[C:10]=1[OH:11])[C:6]#[N:7])[CH3:2].C1C=CC(P(C2C=CC=CC=2)C2C=CC=CC=2)=CC=1.[CH2:32]1[O:34][C@@H:33]1[CH2:35]O.CCOC(/N=N/C(OCC)=O)=O.C1(C)C=CC=CC=1. The catalyst is C1COCC1. The product is [CH2:1]([C:3]1[CH:4]=[C:5]([CH:8]=[C:9]([CH3:12])[C:10]=1[O:11][CH2:35][C@@H:33]1[CH2:32][O:34]1)[C:6]#[N:7])[CH3:2]. The yield is 0.860.